From a dataset of Full USPTO retrosynthesis dataset with 1.9M reactions from patents (1976-2016). Predict the reactants needed to synthesize the given product. (1) Given the product [CH2:43]([N:50]1[CH2:55][CH2:54][CH:53]([NH:56][C:57]2[C:62]([C:36]3[CH:35]=[C:34]([NH:30][C:31](=[O:32])[CH3:33])[CH:39]=[CH:38][CH:37]=3)=[CH:61][N:60]=[C:59]([NH:68][CH2:69][C:70]3[CH:75]=[CH:74][CH:73]=[CH:72][N:71]=3)[N:58]=2)[CH2:52][CH2:51]1)[C:44]1[CH:49]=[CH:48][CH:47]=[CH:46][CH:45]=1, predict the reactants needed to synthesize it. The reactants are: BrC1C(NC2CCN(CC3C=CC=CC=3)CC2)=NC(NCC2C=CN=CC=2)=NC=1.[NH:30]([C:34]1[CH:35]=[C:36](B(O)O)[CH:37]=[CH:38][CH:39]=1)[C:31]([CH3:33])=[O:32].[CH2:43]([N:50]1[CH2:55][CH2:54][CH:53]([NH:56][C:57]2[C:62](C3C=CSC=3)=[CH:61][N:60]=[C:59]([NH:68][CH2:69][C:70]3[CH:75]=[CH:74][CH:73]=[CH:72][N:71]=3)[N:58]=2)[CH2:52][CH2:51]1)[C:44]1[CH:49]=[CH:48][CH:47]=[CH:46][CH:45]=1. (2) Given the product [CH3:1][O:2][C:3]([C:5]1[C:6]([CH:25]([CH3:26])[CH3:27])=[N:7][C:8]2[C:13]([C:14]=1[C:31]1[CH:32]=[CH:33][C:34]([F:35])=[C:29]([Cl:28])[CH:30]=1)=[CH:12][C:11]([Cl:23])=[CH:10][C:9]=2[Cl:24])=[O:4], predict the reactants needed to synthesize it. The reactants are: [CH3:1][O:2][C:3]([C:5]1[C:6]([CH:25]([CH3:27])[CH3:26])=[N:7][C:8]2[C:13]([C:14]=1OS(C(F)(F)F)(=O)=O)=[CH:12][C:11]([Cl:23])=[CH:10][C:9]=2[Cl:24])=[O:4].[Cl:28][C:29]1[CH:30]=[C:31](B(O)O)[CH:32]=[CH:33][C:34]=1[F:35].[O-]P([O-])([O-])=O.[K+].[K+].[K+]. (3) Given the product [CH3:1][O:2][C:3](=[O:16])[C:4]1[CH:9]=[CH:8][C:7]([CH2:10][F:11])=[CH:6][C:5]=1[NH2:12], predict the reactants needed to synthesize it. The reactants are: [CH3:1][O:2][C:3](=[O:16])[C:4]1[CH:9]=[CH:8][C:7]([CH2:10][F:11])=[CH:6][C:5]=1[NH:12]C(=O)C.S(=O)(=O)(O)O. (4) Given the product [C:4]([O:6][C:7]([CH3:10])([CH3:9])[CH3:8])(=[O:5])/[CH:3]=[CH:2]/[C:1]([O:12][C:13]([CH3:14])([CH3:16])[CH3:15])=[O:11].[C:17]([O:24][CH2:25][CH3:26])(=[O:23])/[CH:18]=[CH:19]/[C:20]([O-:22])=[O:21], predict the reactants needed to synthesize it. The reactants are: [C:1]([O:12][C:13]([CH3:16])([CH3:15])[CH3:14])(=[O:11])/[CH:2]=[CH:3]/[C:4]([O:6][C:7]([CH3:10])([CH3:9])[CH3:8])=[O:5].[C:17]([O:24][CH2:25][CH3:26])(=[O:23])/[CH:18]=[CH:19]/[C:20]([O-:22])=[O:21].CCCCCC.